This data is from Forward reaction prediction with 1.9M reactions from USPTO patents (1976-2016). The task is: Predict the product of the given reaction. Given the reactants [Br:1][CH2:2][CH2:3][CH2:4]Br.[C:6]([C:8]1[CH:13]=[CH:12][C:11]([OH:14])=[CH:10][CH:9]=1)#[N:7].C([O-])([O-])=O.[K+].[K+], predict the reaction product. The product is: [Br:1][CH2:2][CH2:3][CH2:4][O:14][C:11]1[CH:12]=[CH:13][C:8]([C:6]#[N:7])=[CH:9][CH:10]=1.